This data is from Forward reaction prediction with 1.9M reactions from USPTO patents (1976-2016). The task is: Predict the product of the given reaction. (1) The product is: [N+:20]([C:17]1[CH:18]=[C:19]2[C:14](=[CH:15][CH:16]=1)[NH:13][N:12]=[C:11]2[NH:10][C:1](=[O:8])[C:2]1[CH:7]=[CH:6][CH:5]=[CH:4][CH:3]=1)([O-:22])=[O:21]. Given the reactants [C:1](Cl)(=[O:8])[C:2]1[CH:7]=[CH:6][CH:5]=[CH:4][CH:3]=1.[NH2:10][C:11]1[C:19]2[C:14](=[CH:15][CH:16]=[C:17]([N+:20]([O-:22])=[O:21])[CH:18]=2)[NH:13][N:12]=1.N1C=CC=CC=1, predict the reaction product. (2) Given the reactants C(OC([N:8]1[CH2:13][CH:12]([C:14]2[CH:19]=[C:18]([F:20])[CH:17]=[C:16]([F:21])[CH:15]=2)[N:11]([CH2:22][C:23](O)=[O:24])[C:10](=[O:26])[C@H:9]1[CH2:27][CH:28]1[CH2:34][CH2:33][CH2:32][CH2:31][CH2:30][CH2:29]1)=O)(C)(C)C.[NH2:35][C:36]1[CH:37]=[C:38]2[C:51](=[CH:52][CH:53]=1)[CH2:50][C@:40]1([C:48]3[C:43](=[N:44][CH:45]=[CH:46][CH:47]=3)[NH:42][C:41]1=[O:49])[CH2:39]2.Cl.C(N=C=NCCCN(C)C)C.C1C=CC2N(O)N=NC=2C=1, predict the reaction product. The product is: [CH:28]1([CH2:27][C@H:9]2[NH:8][CH2:13][CH:12]([C:14]3[CH:15]=[C:16]([F:21])[CH:17]=[C:18]([F:20])[CH:19]=3)[N:11]([CH2:22][C:23]([NH:35][C:36]3[CH:37]=[C:38]4[C:51](=[CH:52][CH:53]=3)[CH2:50][C@:40]3([C:48]5[C:43](=[N:44][CH:45]=[CH:46][CH:47]=5)[NH:42][C:41]3=[O:49])[CH2:39]4)=[O:24])[C:10]2=[O:26])[CH2:29][CH2:30][CH2:31][CH2:32][CH2:33][CH2:34]1. (3) Given the reactants [F:1][C:2]1[CH:11]=[C:10]([F:12])[C:5]2[NH:6][C:7]([CH3:9])=[N:8][C:4]=2[CH:3]=1.[Cl:13][C:14]1[CH:19]=[C:18](Cl)[N:17]=[C:16]([S:21][CH3:22])[N:15]=1.C([O-])([O-])=O.[Cs+].[Cs+].C(#N)C, predict the reaction product. The product is: [Cl:13][C:14]1[N:15]=[C:16]([S:21][CH3:22])[N:17]=[C:18]([N:8]2[C:4]3[CH:3]=[C:2]([F:1])[CH:11]=[C:10]([F:12])[C:5]=3[N:6]=[C:7]2[CH3:9])[CH:19]=1. (4) The product is: [O:1]1[C:5]2[C:6]([C:10]([CH3:30])([CH3:29])[CH2:11][C:12]([C:25]([F:28])([F:27])[F:26])([OH:24])[CH2:13][NH:14][C:15]3[CH:23]=[CH:22][CH:21]=[C:20]4[C:16]=3[CH:17]=[N:18][N:19]4[C:35]3[CH:36]=[N:37][C:32]([F:31])=[CH:33][CH:34]=3)=[CH:7][CH:8]=[CH:9][C:4]=2[CH2:3][CH2:2]1. Given the reactants [O:1]1[C:5]2[C:6]([C:10]([CH3:30])([CH3:29])[CH2:11][C:12]([C:25]([F:28])([F:27])[F:26])([OH:24])[CH2:13][NH:14][C:15]3[CH:23]=[CH:22][CH:21]=[C:20]4[C:16]=3[CH:17]=[N:18][NH:19]4)=[CH:7][CH:8]=[CH:9][C:4]=2[CH2:3][CH2:2]1.[F:31][C:32]1[N:37]=[CH:36][C:35](B(O)O)=[CH:34][CH:33]=1.ClCCl.CCCCCC.C(OCC)(=O)C, predict the reaction product. (5) The product is: [CH2:7]([O:6][P:4]([N:9]1[CH2:22][CH2:21][CH2:20][NH:19][CH2:18][CH2:17][NH:16][CH2:15][CH2:14][CH2:13][NH:12][CH2:11][CH2:10]1)([O:3][CH2:1][CH3:2])=[O:5])[CH3:8]. Given the reactants [CH2:1]([O:3][P:4]([N:9]1[CH2:22][CH2:21][CH2:20][N:19](P(OCC)(OCC)=O)[CH2:18][CH2:17][N:16](P(OCC)(OCC)=O)[CH2:15][CH2:14][CH2:13][NH:12][CH2:11][CH2:10]1)([O:6][CH2:7][CH3:8])=[O:5])[CH3:2].C([O-])([O-])=O.[K+].[K+].BrCC1C=CC(CBr)=CC=1, predict the reaction product. (6) Given the reactants Br.[Br:2][CH:3]1[CH2:9][CH:8]([CH3:10])[NH:7][CH2:6][CH2:5][C:4]1=O.Br.[Br:13][CH:14]1[C:20](=O)[CH2:19][CH2:18][CH:17]([CH3:22])[NH:16][CH2:15]1.[C:23]([NH2:26])(=[S:25])[CH3:24], predict the reaction product. The product is: [BrH:2].[CH3:24][C:23]1[S:25][C:5]2[CH2:6][NH:7][CH:8]([CH3:10])[CH2:9][CH2:3][C:4]=2[N:26]=1.[BrH:13].[CH3:24][C:23]1[S:25][C:19]2[CH2:18][CH:17]([CH3:22])[NH:16][CH2:15][CH2:14][C:20]=2[N:26]=1.